Task: Regression. Given a peptide amino acid sequence and an MHC pseudo amino acid sequence, predict their binding affinity value. This is MHC class II binding data.. Dataset: Peptide-MHC class II binding affinity with 134,281 pairs from IEDB (1) The peptide sequence is SLRKLSSVCLALTNS. The MHC is DRB1_0701 with pseudo-sequence DRB1_0701. The binding affinity (normalized) is 0.781. (2) The peptide sequence is PKGISRMSMAMGTMA. The MHC is HLA-DQA10201-DQB10402 with pseudo-sequence HLA-DQA10201-DQB10402. The binding affinity (normalized) is 0.362.